From a dataset of Catalyst prediction with 721,799 reactions and 888 catalyst types from USPTO. Predict which catalyst facilitates the given reaction. (1) Reactant: [Br:1][C:2]1[CH:10]=[C:9]2[C:5]([C:6]([NH:11][C:12](=O)OC3C=CC=CC=3)=[N:7][NH:8]2)=[CH:4][CH:3]=1.[H-].[Al+3].[Li+].[H-].[H-].[H-]. Product: [Br:1][C:2]1[CH:10]=[C:9]2[C:5]([C:6]([NH:11][CH3:12])=[N:7][NH:8]2)=[CH:4][CH:3]=1. The catalyst class is: 12. (2) Reactant: C(OC(=O)[NH:7][CH2:8][CH2:9][NH:10][C:11](=[O:19])[C:12]1[CH:17]=[CH:16][CH:15]=[CH:14][C:13]=1[OH:18])(C)(C)C.Cl. Product: [NH2:7][CH2:8][CH2:9][NH:10][C:11](=[O:19])[C:12]1[CH:17]=[CH:16][CH:15]=[CH:14][C:13]=1[OH:18]. The catalyst class is: 2. (3) Reactant: [C:1]([C:3]([CH3:12])([CH3:11])[CH:4]([OH:10])[CH2:5][C:6](OC)=[O:7])#[N:2].CO.[BH4-].[Na+].Cl. The catalyst class is: 56. Product: [C:1]([C:3]([CH3:12])([CH3:11])[CH:4]([OH:10])[CH2:5][CH2:6][OH:7])#[N:2]. (4) Reactant: Cl[CH:2]([NH:7][C:8](=[O:16])[C:9]1[CH:14]=[CH:13][C:12]([CH3:15])=[CH:11][CH:10]=1)[C:3]([F:6])([F:5])[F:4].[S-:17][C:18]#[N:19].[K+]. Product: [CH3:15][C:12]1[CH:13]=[CH:14][C:9]([C:8]([NH:7][CH:2]([N:19]=[C:18]=[S:17])[C:3]([F:6])([F:5])[F:4])=[O:16])=[CH:10][CH:11]=1. The catalyst class is: 21. (5) Reactant: [N:1]([C@@H:4]1[C:14]2[C:9](=[N:10][CH:11]=[CH:12][CH:13]=2)[C@H:8]([NH2:15])[CH2:7][CH2:6][C@H:5]1[C:16]1[CH:21]=[CH:20][CH:19]=[C:18]([F:22])[C:17]=1[F:23])=[N+:2]=[N-:3].[O:24]=[C:25]1[NH:33][C:28]2=[N:29][CH:30]=[CH:31][CH:32]=[C:27]2[C@@:26]21[CH2:44][C:36]1=[N:37][CH:38]=[C:39]([C:41](O)=[O:42])[CH:40]=[C:35]1[CH2:34]2.CN(C(ON1N=NC2C=CC=NC1=2)=[N+](C)C)C.F[P-](F)(F)(F)(F)F.C(N(CC)C(C)C)(C)C. Product: [N:1]([C@@H:4]1[C:14]2[C:9](=[N:10][CH:11]=[CH:12][CH:13]=2)[C@H:8]([NH:15][C:41]([C:39]2[CH:40]=[C:35]3[CH2:34][C@@:26]4([C:27]5[C:28](=[N:29][CH:30]=[CH:31][CH:32]=5)[NH:33][C:25]4=[O:24])[CH2:44][C:36]3=[N:37][CH:38]=2)=[O:42])[CH2:7][CH2:6][C@H:5]1[C:16]1[CH:21]=[CH:20][CH:19]=[C:18]([F:22])[C:17]=1[F:23])=[N+:2]=[N-:3]. The catalyst class is: 3. (6) Reactant: [NH:1]1[CH2:10][CH2:9][CH:4]([C:5]([O:7][CH3:8])=[O:6])[CH2:3][CH2:2]1.C(N(CC)CC)C.[CH2:18](Br)[C:19]#[CH:20].O. Product: [CH2:20]([N:1]1[CH2:10][CH2:9][CH:4]([C:5]([O:7][CH3:8])=[O:6])[CH2:3][CH2:2]1)[C:19]#[CH:18]. The catalyst class is: 4. (7) Reactant: [C:1]([O:5][C:6]([N:8]1[CH2:13][CH2:12][C:11]2[S:14][C:15]([NH:17][C:18]([N:20]3[CH2:25][CH2:24][N:23]([S:26]([C:29]4[CH:38]=[CH:37][C:36]5[C:31](=[CH:32][CH:33]=[C:34]([Cl:39])[CH:35]=5)[CH:30]=4)(=[O:28])=[O:27])[CH2:22][CH2:21]3)=[O:19])=[CH:16][C:10]=2[CH2:9]1)=[O:7])([CH3:4])([CH3:3])[CH3:2].[H-].[Na+].CI.[C:44](OCC)(=O)C. Product: [C:1]([O:5][C:6]([N:8]1[CH2:13][CH2:12][C:11]2[S:14][C:15]([N:17]([CH3:44])[C:18]([N:20]3[CH2:25][CH2:24][N:23]([S:26]([C:29]4[CH:38]=[CH:37][C:36]5[C:31](=[CH:32][CH:33]=[C:34]([Cl:39])[CH:35]=5)[CH:30]=4)(=[O:27])=[O:28])[CH2:22][CH2:21]3)=[O:19])=[CH:16][C:10]=2[CH2:9]1)=[O:7])([CH3:4])([CH3:2])[CH3:3]. The catalyst class is: 9. (8) The catalyst class is: 116. Product: [CH2:15]([N:14]([C@H:11]1[CH2:10][CH2:9][C@H:8]([C:5]2[CH:6]=[CH:7][C:2]([OH:1])=[CH:3][CH:4]=2)[CH2:13][CH2:12]1)[CH2:18][CH2:19][CH2:20][C:21]1[CH:26]=[CH:25][CH:24]=[CH:23][CH:22]=1)[CH3:16]. Reactant: [OH:1][C:2]1[CH:7]=[CH:6][C:5]([C@H:8]2[CH2:13][CH2:12][C@H:11]([N:14]([CH2:18][CH2:19][CH2:20][C:21]3[CH:26]=[CH:25][CH:24]=[CH:23][CH:22]=3)[C:15](=O)[CH3:16])[CH2:10][CH2:9]2)=[CH:4][CH:3]=1.[H-].[H-].[H-].[H-].[Li+].[Al+3]. (9) Reactant: [F:1][C:2]1[CH:3]=[C:4]([C:9]2[CH2:13][C:12]([O:22][CH3:23])([C:14]([NH:16][CH2:17][C:18]([F:21])([F:20])[F:19])=O)[O:11][N:10]=2)[CH:5]=[C:6]([F:8])[CH:7]=1.COC1C=CC(P2(SP(C3C=CC(OC)=CC=3)(=S)S2)=[S:33])=CC=1. Product: [F:1][C:2]1[CH:3]=[C:4]([C:9]2[CH2:13][C:12]([O:22][CH3:23])([C:14](=[S:33])[NH:16][CH2:17][C:18]([F:21])([F:20])[F:19])[O:11][N:10]=2)[CH:5]=[C:6]([F:8])[CH:7]=1. The catalyst class is: 1. (10) Reactant: [ClH:1].[NH2:2][C:3]([CH3:24])([CH2:6][CH2:7][C:8]1[S:9][CH:10]=[C:11]([C:13]#[C:14][CH2:15][CH2:16][CH2:17][C:18]2[CH:23]=[CH:22][CH:21]=[CH:20][CH:19]=2)[CH:12]=1)[CH2:4][OH:5].S(=O)(=O)(O)[OH:26].[OH-].[Na+]. Product: [ClH:1].[NH2:2][C:3]([CH3:24])([CH2:6][CH2:7][C:8]1[S:9][CH:10]=[C:11]([C:13](=[O:26])[CH2:14][CH2:15][CH2:16][CH2:17][C:18]2[CH:19]=[CH:20][CH:21]=[CH:22][CH:23]=2)[CH:12]=1)[CH2:4][OH:5]. The catalyst class is: 5.